Dataset: Forward reaction prediction with 1.9M reactions from USPTO patents (1976-2016). Task: Predict the product of the given reaction. (1) Given the reactants Cl.[NH2:2][OH:3].C(N(CC)CC)C.[F:11][C:12]1[CH:13]=[CH:14][C:15]([C:18](=O)[CH2:19][O:20][CH3:21])=[N:16][CH:17]=1, predict the reaction product. The product is: [F:11][C:12]1[CH:13]=[CH:14][C:15]([C:18](=[N:2][OH:3])[CH2:19][O:20][CH3:21])=[N:16][CH:17]=1. (2) Given the reactants [NH2:1][C:2]1[N:7]=[C:6]([C:8]2[O:9][CH:10]=[CH:11][CH:12]=2)[C:5]([C:13]#[N:14])=[C:4](S(C)(=O)=O)[N:3]=1.[CH3:19][N:20]([CH3:24])[CH2:21][CH2:22][OH:23].C1CCN2C(=NCCC2)CC1, predict the reaction product. The product is: [NH2:1][C:2]1[N:3]=[C:4]([O:23][CH2:22][CH2:21][N:20]([CH3:24])[CH3:19])[C:5]([C:13]#[N:14])=[C:6]([C:8]2[O:9][CH:10]=[CH:11][CH:12]=2)[N:7]=1. (3) Given the reactants CN(C)C1C=CC(CN[C:9](=[O:18])[NH:10][CH2:11][CH2:12][CH2:13][C:14]([NH:16][OH:17])=[O:15])=CC=1.[NH2:22][CH2:23][CH:24]([C:26]1[CH:31]=[CH:30][CH:29]=[CH:28][CH:27]=1)[OH:25], predict the reaction product. The product is: [OH:17][NH:16][C:14](=[O:15])[CH2:13][CH2:12][CH2:11][NH:10][C:9]([NH:22][CH2:23][CH:24]([OH:25])[C:26]1[CH:31]=[CH:30][CH:29]=[CH:28][CH:27]=1)=[O:18].